This data is from Forward reaction prediction with 1.9M reactions from USPTO patents (1976-2016). The task is: Predict the product of the given reaction. (1) Given the reactants [CH:1]1([C@H:5]([NH:13][C:14]([C:16]2[C:21]([CH3:22])=[CH:20][C:19](=[O:23])[N:18]([C:24]3[CH:29]=[CH:28][CH:27]=[CH:26][CH:25]=3)[C:17]=2[CH3:30])=[O:15])[C:6]2[CH:11]=[CH:10][CH:9]=[C:8]([F:12])[CH:7]=2)[CH2:4][CH2:3][CH2:2]1.[Br:31]N1C(=O)CCC1=O, predict the reaction product. The product is: [CH:1]1([C@H:5]([NH:13][C:14]([C:16]2[C:21]([CH3:22])=[C:20]([Br:31])[C:19](=[O:23])[N:18]([C:24]3[CH:25]=[CH:26][CH:27]=[CH:28][CH:29]=3)[C:17]=2[CH3:30])=[O:15])[C:6]2[CH:11]=[CH:10][CH:9]=[C:8]([F:12])[CH:7]=2)[CH2:4][CH2:3][CH2:2]1. (2) Given the reactants [CH2:1]([O:3][C:4]([C:6]1[C:7](=[O:25])[N:8]([CH2:18][C:19]2[CH:24]=[CH:23][CH:22]=[CH:21][CH:20]=2)[C:9]2[C:14]([C:15]=1O)=[CH:13][C:12]([F:17])=[CH:11][CH:10]=2)=[O:5])[CH3:2].P(Cl)(Cl)([Cl:28])=O, predict the reaction product. The product is: [CH2:1]([O:3][C:4]([C:6]1[C:7](=[O:25])[N:8]([CH2:18][C:19]2[CH:24]=[CH:23][CH:22]=[CH:21][CH:20]=2)[C:9]2[C:14]([C:15]=1[Cl:28])=[CH:13][C:12]([F:17])=[CH:11][CH:10]=2)=[O:5])[CH3:2]. (3) Given the reactants [CH3:1][C:2]12[CH2:22][CH:6]([N:7]([C:9]([C:11]3[CH:19]=[C:18]4[C:14]([C:15]([C:20]#[N:21])=[CH:16][NH:17]4)=[CH:13][CH:12]=3)=[O:10])[CH2:8]1)[CH2:5][C:4]([CH3:24])([CH3:23])[CH2:3]2.[OH-:25].[Na+].OO, predict the reaction product. The product is: [CH3:1][C:2]12[CH2:22][CH:6]([N:7]([C:9]([C:11]3[CH:19]=[C:18]4[C:14]([C:15]([C:20]([NH2:21])=[O:25])=[CH:16][NH:17]4)=[CH:13][CH:12]=3)=[O:10])[CH2:8]1)[CH2:5][C:4]([CH3:24])([CH3:23])[CH2:3]2. (4) Given the reactants [N:1]1[C:10]2[C:5](=[CH:6][CH:7]=[CH:8][CH:9]=2)[CH:4]=[CH:3][C:2]=1[CH2:11][O:12][C:13]1[CH:18]=[CH:17][C:16]([NH2:19])=[CH:15][CH:14]=1.[N:20]([O-])=O.[Na+].[Sn], predict the reaction product. The product is: [N:1]1[C:10]2[C:5](=[CH:6][CH:7]=[CH:8][CH:9]=2)[CH:4]=[CH:3][C:2]=1[CH2:11][O:12][C:13]1[CH:14]=[CH:15][C:16]([NH:19][NH2:20])=[CH:17][CH:18]=1. (5) Given the reactants Cl[C:2]1[C:11]2[C:6](=[CH:7][CH:8]=[C:9]([F:12])[CH:10]=2)[N:5]=[CH:4][CH:3]=1.[CH2:13]([N:15]1[CH:19]=[C:18]([NH:20][C:21](=[O:32])[CH2:22][C:23]2[CH:28]=[CH:27][C:26]([OH:29])=[CH:25][C:24]=2[O:30][CH3:31])[CH:17]=[N:16]1)[CH3:14].C(=O)([O-])[O-].[Cs+].[Cs+], predict the reaction product. The product is: [CH2:13]([N:15]1[CH:19]=[C:18]([NH:20][C:21](=[O:32])[CH2:22][C:23]2[CH:28]=[CH:27][C:26]([O:29][C:2]3[C:11]4[C:6](=[CH:7][CH:8]=[C:9]([F:12])[CH:10]=4)[N:5]=[CH:4][CH:3]=3)=[CH:25][C:24]=2[O:30][CH3:31])[CH:17]=[N:16]1)[CH3:14]. (6) The product is: [C:1]([C:5]1[CH:6]=[C:7]([NH:28][C:29]([NH:31][C@@H:32]2[C:41]3[C:36](=[CH:37][CH:38]=[CH:39][CH:40]=3)[C@H:35]([O:42][C:43]3[CH:44]=[CH:45][C:46]4[N:47]([C:49]([N:52]5[CH2:53][CH2:54][CH2:55][CH2:56][CH2:57]5)=[N:50][N:51]=4)[CH:48]=3)[CH2:34][CH2:33]2)=[O:30])[N:8]([C:10]2[CH:11]=[C:12]([CH3:27])[CH:13]=[C:14]([OH:16])[CH:15]=2)[N:9]=1)([CH3:4])([CH3:2])[CH3:3]. Given the reactants [C:1]([C:5]1[CH:6]=[C:7]([NH:28][C:29]([NH:31][C@@H:32]2[C:41]3[C:36](=[CH:37][CH:38]=[CH:39][CH:40]=3)[C@H:35]([O:42][C:43]3[CH:44]=[CH:45][C:46]4[N:47]([C:49]([N:52]5[CH2:57][CH2:56][CH2:55][CH2:54][CH2:53]5)=[N:50][N:51]=4)[CH:48]=3)[CH2:34][CH2:33]2)=[O:30])[N:8]([C:10]2[CH:15]=[C:14]([O:16][Si](C(C)C)(C(C)C)C(C)C)[CH:13]=[C:12]([CH3:27])[CH:11]=2)[N:9]=1)([CH3:4])([CH3:3])[CH3:2].[F-].C([N+](CCCC)(CCCC)CCCC)CCC, predict the reaction product. (7) Given the reactants [CH2:1]([C@:3]12[CH2:27][CH2:26][C@@:25]([C:29]([F:32])([F:31])[F:30])([OH:28])[CH2:24][C@H:4]1[CH2:5][CH2:6][CH2:7][C:8]1[C:9]2=[CH:10][C:11]2[CH:12]=[N:13][N:14]([C:17]3[CH:22]=[CH:21][C:20]([F:23])=[CH:19][CH:18]=3)[C:15]=2[CH:16]=1)[CH3:2].C1C(=O)N(Br)C(=O)C1.CC(N=NC(C#N)(C)C)(C#N)C, predict the reaction product. The product is: [CH2:1]([C@:3]12[CH2:27][CH2:26][C@@:25]([C:29]([F:32])([F:31])[F:30])([OH:28])[CH2:24][C@H:4]1[CH2:5][CH:6]=[CH:7][C:8]1[C:9]2=[CH:10][C:11]2[CH:12]=[N:13][N:14]([C:17]3[CH:18]=[CH:19][C:20]([F:23])=[CH:21][CH:22]=3)[C:15]=2[CH:16]=1)[CH3:2]. (8) The product is: [Br:5][CH2:2][CH2:4][CH2:18][N:10]1[C:6](=[O:16])[C:7]2[C:8](=[CH:12][CH:13]=[CH:14][CH:15]=2)[C:9]1=[O:11]. Given the reactants Br[C:2]([Br:5])([CH3:4])C.[C:6]1(=[O:16])[NH:10][C:9](=[O:11])[C:8]2=[CH:12][CH:13]=[CH:14][CH:15]=[C:7]12.[K].[CH3:18]N(C=O)C, predict the reaction product. (9) Given the reactants [K+:1].[C:2]1([C:24]2[CH:29]=[CH:28][CH:27]=[CH:26][CH:25]=2)[CH:7]=[CH:6][C:5]([CH2:8][C@@H:9]([NH:16][C:17]([O:19][C:20]([CH3:23])([CH3:22])[CH3:21])=[O:18])[CH2:10][C:11](=[CH2:15])[C:12]([O-:14])=[O:13])=[CH:4][CH:3]=1.[H][H], predict the reaction product. The product is: [K+:1].[C:2]1([C:24]2[CH:25]=[CH:26][CH:27]=[CH:28][CH:29]=2)[CH:3]=[CH:4][C:5]([CH2:8][C@@H:9]([NH:16][C:17]([O:19][C:20]([CH3:23])([CH3:21])[CH3:22])=[O:18])[CH2:10][C@@H:11]([CH3:15])[C:12]([O-:14])=[O:13])=[CH:6][CH:7]=1.